Dataset: Reaction yield outcomes from USPTO patents with 853,638 reactions. Task: Predict the reaction yield, written as a fraction of the theoretical maximum amount of product (1.0 means a 100% yield; for example, 0.34 means a 34% yield). (1) The reactants are [F:1][C:2]1[CH:3]=[C:4]([C:8]2[N:13]=[CH:12][C:11]([C:14](Cl)=[O:15])=[CH:10][N:9]=2)[CH:5]=[CH:6][CH:7]=1.[N:17]1([NH2:26])[C:21]2=[N:22][CH:23]=[CH:24][CH:25]=[C:20]2[CH:19]=[CH:18]1.C([O-])([O-])=O.[K+].[K+]. The catalyst is CCOC(C)=O.O. The product is [N:17]1([NH:26][C:14]([C:11]2[CH:10]=[N:9][C:8]([C:4]3[CH:5]=[CH:6][CH:7]=[C:2]([F:1])[CH:3]=3)=[N:13][CH:12]=2)=[O:15])[C:21]2=[N:22][CH:23]=[CH:24][CH:25]=[C:20]2[CH:19]=[CH:18]1. The yield is 0.810. (2) The reactants are [CH2:1]([O:3][C:4]([C:6]1[CH:7]=[C:8]2[C:13](=[CH:14][CH:15]=1)[C:12]([Br:16])=[N:11][NH:10][C:9]2=[O:17])=[O:5])[CH3:2].[H-].[Na+].Br[CH:21]([CH3:24])[CH2:22]O. The catalyst is CN(C=O)C. The product is [CH2:1]([O:3][C:4]([C:6]1[CH:7]=[C:8]2[C:13](=[CH:14][CH:15]=1)[C:12]([Br:16])=[N:11][N:10]([CH:21]([CH3:24])[CH3:22])[C:9]2=[O:17])=[O:5])[CH3:2]. The yield is 0.340.